From a dataset of NCI-60 drug combinations with 297,098 pairs across 59 cell lines. Regression. Given two drug SMILES strings and cell line genomic features, predict the synergy score measuring deviation from expected non-interaction effect. (1) Drug 1: CCCS(=O)(=O)NC1=C(C(=C(C=C1)F)C(=O)C2=CNC3=C2C=C(C=N3)C4=CC=C(C=C4)Cl)F. Drug 2: C1CN(CCN1C(=O)CCBr)C(=O)CCBr. Cell line: PC-3. Synergy scores: CSS=10.1, Synergy_ZIP=-4.63, Synergy_Bliss=1.32, Synergy_Loewe=-5.49, Synergy_HSA=0.0474. (2) Drug 1: C1=CC=C(C=C1)NC(=O)CCCCCCC(=O)NO. Drug 2: C1=NNC2=C1C(=O)NC=N2. Cell line: MALME-3M. Synergy scores: CSS=29.1, Synergy_ZIP=-12.2, Synergy_Bliss=-9.58, Synergy_Loewe=-17.5, Synergy_HSA=-3.20. (3) Drug 1: C1=NC(=NC(=O)N1C2C(C(C(O2)CO)O)O)N. Drug 2: C1C(C(OC1N2C=NC(=NC2=O)N)CO)O. Cell line: OVCAR-8. Synergy scores: CSS=16.8, Synergy_ZIP=-4.67, Synergy_Bliss=-2.99, Synergy_Loewe=1.02, Synergy_HSA=2.34. (4) Drug 1: CCC1(CC2CC(C3=C(CCN(C2)C1)C4=CC=CC=C4N3)(C5=C(C=C6C(=C5)C78CCN9C7C(C=CC9)(C(C(C8N6C)(C(=O)OC)O)OC(=O)C)CC)OC)C(=O)OC)O.OS(=O)(=O)O. Drug 2: CC1C(C(CC(O1)OC2CC(CC3=C2C(=C4C(=C3O)C(=O)C5=CC=CC=C5C4=O)O)(C(=O)C)O)N)O. Cell line: MDA-MB-435. Synergy scores: CSS=58.0, Synergy_ZIP=-9.72, Synergy_Bliss=-16.0, Synergy_Loewe=-15.4, Synergy_HSA=-13.3. (5) Drug 1: CN(CC1=CN=C2C(=N1)C(=NC(=N2)N)N)C3=CC=C(C=C3)C(=O)NC(CCC(=O)O)C(=O)O. Drug 2: C(CC(=O)O)C(=O)CN.Cl. Cell line: HL-60(TB). Synergy scores: CSS=59.7, Synergy_ZIP=1.84, Synergy_Bliss=1.31, Synergy_Loewe=-22.1, Synergy_HSA=1.57.